From a dataset of Catalyst prediction with 721,799 reactions and 888 catalyst types from USPTO. Predict which catalyst facilitates the given reaction. Reactant: C[O:2][C:3](=[O:36])[CH2:4][CH2:5][C:6]1[CH:11]=[CH:10][C:9]([O:12][CH2:13][CH2:14][CH2:15][CH:16]([O:18][C:19]2[CH:24]=[CH:23][C:22]([CH2:25][CH3:26])=[CH:21][C:20]=2[C:27](=[O:34])[C:28]2[CH:33]=[CH:32][CH:31]=[CH:30][CH:29]=2)[CH3:17])=[CH:8][C:7]=1[CH3:35].[OH-].[Na+].Cl. Product: [C:27]([C:20]1[CH:21]=[C:22]([CH2:25][CH3:26])[CH:23]=[CH:24][C:19]=1[O:18][CH:16]([CH3:17])[CH2:15][CH2:14][CH2:13][O:12][C:9]1[CH:10]=[CH:11][C:6]([CH2:5][CH2:4][C:3]([OH:36])=[O:2])=[C:7]([CH3:35])[CH:8]=1)(=[O:34])[C:28]1[CH:29]=[CH:30][CH:31]=[CH:32][CH:33]=1. The catalyst class is: 24.